Predict the reactants needed to synthesize the given product. From a dataset of Full USPTO retrosynthesis dataset with 1.9M reactions from patents (1976-2016). The reactants are: C[O:2][C:3]([C:5]1[S:6][CH:7]=[CH:8][C:9]=1[N:10]([C@H:20]1[CH2:25][CH2:24][C@H:23]([OH:26])[CH2:22][CH2:21]1)[C:11]([C@H:13]1[CH2:18][CH2:17][C@H:16]([CH3:19])[CH2:15][CH2:14]1)=[O:12])=[O:4].[OH-].[Li+]. Given the product [OH:26][C@H:23]1[CH2:24][CH2:25][C@H:20]([N:10]([C:11]([C@H:13]2[CH2:14][CH2:15][C@H:16]([CH3:19])[CH2:17][CH2:18]2)=[O:12])[C:9]2[CH:8]=[CH:7][S:6][C:5]=2[C:3]([OH:4])=[O:2])[CH2:21][CH2:22]1, predict the reactants needed to synthesize it.